Dataset: Reaction yield outcomes from USPTO patents with 853,638 reactions. Task: Predict the reaction yield, written as a fraction of the theoretical maximum amount of product (1.0 means a 100% yield; for example, 0.34 means a 34% yield). (1) The reactants are [NH2:1][C:2]1[C:3]2[CH:15]=[C:14]([CH3:16])[S:13][C:4]=2[NH:5][C:6]2[CH:12]=[CH:11][CH:10]=[CH:9][C:7]=2[N:8]=1.[CH3:17][N:18]1[CH2:23][CH2:22]N[CH2:20][CH2:19]1.C(O)C. The catalyst is O. The product is [CH3:16][C:14]1[S:13][C:4]2[NH:5][C:6]3[CH:12]=[CH:11][CH:10]=[CH:9][C:7]=3[N:8]=[C:2]([N:1]3[CH2:22][CH2:23][N:18]([CH3:17])[CH2:19][CH2:20]3)[C:3]=2[CH:15]=1. The yield is 0.720. (2) The reactants are [Cl:1][C:2]1[CH:11]=[C:10]2[C:5]([C:6]([NH:12][CH2:13][CH2:14][CH2:15][CH2:16][CH2:17][CH2:18][NH2:19])=[CH:7][CH:8]=[N:9]2)=[CH:4][CH:3]=1.C(Cl)CCl.[CH3:24][CH2:25][N:26]([CH2:29][CH3:30])[CH2:27][CH3:28].[C:31]([O-])(O)=[O:32].[Na+]. The yield is 0.760. The product is [Cl:1][C:2]1[CH:11]=[C:10]2[C:5]([C:6]([N:12]([C:31](=[O:32])[CH2:24][CH2:25][N:26]([CH2:29][CH3:30])[CH2:27][CH3:28])[CH2:13][CH2:14][CH2:15][CH2:16][CH2:17][CH2:18][NH2:19])=[CH:7][CH:8]=[N:9]2)=[CH:4][CH:3]=1. The catalyst is CN(C=O)C.C(Cl)(Cl)Cl. (3) The reactants are [CH2:1]([C@@H:3]1[CH2:7][C:6](=[O:8])[CH2:5][C@@H:4]1[C:9](OCC)=[O:10])[CH3:2].[H-].[H-].[H-].[H-].[Li+].[Al+3].[OH-].[Na+].[O-]S([O-])(=O)=O.[Na+].[Na+]. The catalyst is C1COCC1.O. The product is [CH2:1]([C@H:3]1[C@@H:4]([CH2:9][OH:10])[CH2:5][CH:6]([OH:8])[CH2:7]1)[CH3:2]. The yield is 1.00. (4) The reactants are [CH3:1][N:2]1[CH:10]=[C:9]2[C:4]([CH:5]=[CH:6][CH:7]=[C:8]2[C@@H:11]2[CH2:13][C@H:12]2[CH2:14][NH2:15])=[N:3]1.C(N(CC)CC)C.[C:23](O[C:23](=[O:26])[CH2:24][CH3:25])(=[O:26])[CH2:24][CH3:25]. The catalyst is O1CCCC1.C(=O)([O-])O.[Na+]. The product is [CH3:1][N:2]1[CH:10]=[C:9]2[C:4]([CH:5]=[CH:6][CH:7]=[C:8]2[C@@H:11]2[CH2:13][C@H:12]2[CH2:14][NH:15][C:23](=[O:26])[CH2:24][CH3:25])=[N:3]1. The yield is 0.830. (5) The reactants are [CH3:1][C:2]1[C:23]([C:24]2[CH:25]=[CH:26][C:27]3[N:28]([CH:30]=[C:31]([C:33]([F:36])([F:35])[F:34])[N:32]=3)[CH:29]=2)=[C:22]([CH3:37])[CH:21]=[CH:20][C:3]=1[CH2:4][NH:5][C:6]1[CH:19]=[CH:18][C:9]2[C@H:10]([CH2:13][C:14]([O:16]C)=[O:15])[CH2:11][O:12][C:8]=2[CH:7]=1.[OH-].[Na+]. The catalyst is O1CCCC1.CO. The product is [CH3:1][C:2]1[C:23]([C:24]2[CH:25]=[CH:26][C:27]3[N:28]([CH:30]=[C:31]([C:33]([F:35])([F:34])[F:36])[N:32]=3)[CH:29]=2)=[C:22]([CH3:37])[CH:21]=[CH:20][C:3]=1[CH2:4][NH:5][C:6]1[CH:19]=[CH:18][C:9]2[C@H:10]([CH2:13][C:14]([OH:16])=[O:15])[CH2:11][O:12][C:8]=2[CH:7]=1. The yield is 0.850.